This data is from Reaction yield outcomes from USPTO patents with 853,638 reactions. The task is: Predict the reaction yield, written as a fraction of the theoretical maximum amount of product (1.0 means a 100% yield; for example, 0.34 means a 34% yield). (1) The reactants are [NH2:1][C@@H:2]([C@H:40]([C:48]1[CH:53]=[C:52]([F:54])[CH:51]=[C:50]([F:55])[CH:49]=1)[C:41]1[CH:46]=[CH:45][C:44]([F:47])=[CH:43][CH:42]=1)[C:3]([NH:5][C:6]1[CH:38]=[CH:37][CH:36]=[C:35]([F:39])[C:7]=1[CH2:8][CH2:9][C@@H:10]1[N:15]([S:16]([C:19]2[CH:24]=[CH:23][C:22]([O:25][CH3:26])=[CH:21][CH:20]=2)(=[O:18])=[O:17])[C@H:14]([CH3:27])[CH2:13][N:12](C(OC(C)(C)C)=O)[CH2:11]1)=[O:4].C(O)(C(F)(F)F)=O. The catalyst is C(Cl)Cl. The product is [F:55][C:50]1[CH:49]=[C:48]([C@H:40]([C:41]2[CH:46]=[CH:45][C:44]([F:47])=[CH:43][CH:42]=2)[C@@H:2]([C:3]([NH:5][C:6]2[CH:38]=[CH:37][CH:36]=[C:35]([F:39])[C:7]=2[CH2:8][CH2:9][C@H:10]2[CH2:11][NH:12][CH2:13][C@@H:14]([CH3:27])[N:15]2[S:16]([C:19]2[CH:24]=[CH:23][C:22]([O:25][CH3:26])=[CH:21][CH:20]=2)(=[O:18])=[O:17])=[O:4])[NH2:1])[CH:53]=[C:52]([F:54])[CH:51]=1. The yield is 0.300. (2) The reactants are [C:1]([C:3]1[CH:11]=[CH:10][C:6]([C:7](O)=[O:8])=[C:5]([O:12][CH:13]2[CH2:16][CH2:15][CH2:14]2)[CH:4]=1)#[N:2]. The catalyst is O1CCCC1. The product is [CH:13]1([O:12][C:5]2[CH:4]=[C:3]([CH:11]=[CH:10][C:6]=2[CH2:7][OH:8])[C:1]#[N:2])[CH2:16][CH2:15][CH2:14]1. The yield is 0.790. (3) The catalyst is C1(C)C=CC=CC=1.C([O-])(=O)C.[Pd+2].C([O-])(=O)C. The reactants are Br[C:2]1[S:6][C:5]([C:7]([O:9][CH2:10][CH3:11])=[O:8])=[CH:4][CH:3]=1.[CH3:12][C:13]1([CH3:19])[CH2:18][NH:17][CH2:16][CH2:15][NH:14]1.C1(P(C2C=CC=CC=2)C2C=CC3C(=CC=CC=3)C=2C2C3C(=CC=CC=3)C=CC=2P(C2C=CC=CC=2)C2C=CC=CC=2)C=CC=CC=1.C(=O)([O-])[O-].[Cs+].[Cs+]. The yield is 0.361. The product is [CH3:12][C:13]1([CH3:19])[NH:14][CH2:15][CH2:16][N:17]([C:2]2[S:6][C:5]([C:7]([O:9][CH2:10][CH3:11])=[O:8])=[CH:4][CH:3]=2)[CH2:18]1. (4) The reactants are C[N+]1([O-])CC[O:5]CC1.[CH3:9][N:10]([CH3:29])[C:11]([C:13]1[N:14]=[CH:15][N:16]2[C:21]3[CH:22]=[CH:23][CH:24]=[C:25](CC=C)[C:20]=3[O:19][CH2:18][C:17]=12)=[O:12].[CH3:30][C:31]([CH3:33])=[O:32].O. The catalyst is O.[Os](=O)(=O)(=O)=O. The product is [OH:32][CH:31]([CH2:33][OH:5])[CH2:30][C:25]1[C:20]2[O:19][CH2:18][C:17]3=[C:13]([C:11]([N:10]([CH3:29])[CH3:9])=[O:12])[N:14]=[CH:15][N:16]3[C:21]=2[CH:22]=[CH:23][CH:24]=1. The yield is 0.600. (5) The reactants are [F:1][C:2]([F:7])([F:6])[C:3]([OH:5])=[O:4].[F:8][C:9]([F:14])([F:13])[C:10]([OH:12])=[O:11].FC(F)(F)C(O)=O.[Cl:22][C:23]1[CH:24]=[N:25][C:26]2[NH:27][C:28]3[CH:29]=[N:30][CH:31]=[C:32]([CH:54]=3)[CH2:33][CH2:34][C:35]3[CH:43]=[C:39]([NH:40][C:41]=1[N:42]=2)[CH:38]=[CH:37][C:36]=3[NH:44][C:45](=[O:53])[CH2:46][CH:47]1[CH2:52][CH2:51][NH:50][CH2:49][CH2:48]1.[CH:55]1([C:58]2[O:62][N:61]=[CH:60][C:59]=2[C:63](O)=[O:64])[CH2:57][CH2:56]1. No catalyst specified. The product is [F:1][C:2]([F:7])([F:6])[C:3]([OH:5])=[O:4].[F:8][C:9]([F:14])([F:13])[C:10]([OH:12])=[O:11].[Cl:22][C:23]1[CH:24]=[N:25][C:26]2[NH:27][C:28]3[CH:29]=[N:30][CH:31]=[C:32]([CH:54]=3)[CH2:33][CH2:34][C:35]3[CH:43]=[C:39]([NH:40][C:41]=1[N:42]=2)[CH:38]=[CH:37][C:36]=3[NH:44][C:45](=[O:53])[CH2:46][CH:47]1[CH2:52][CH2:51][N:50]([C:63]([C:59]2[CH:60]=[N:61][O:62][C:58]=2[CH:55]2[CH2:57][CH2:56]2)=[O:64])[CH2:49][CH2:48]1. The yield is 0.180. (6) The reactants are C([O:8][N:9]1[C:15](=[O:16])[N:14]2[CH2:17][C@H:10]1[CH2:11][CH2:12][C@H:13]2[C:18]1[O:22][C:21]([CH2:23][CH2:24][NH:25][C:26](=[O:32])[O:27][C:28]([CH3:31])([CH3:30])[CH3:29])=[N:20][N:19]=1)C1C=CC=CC=1. The catalyst is C1COCC1.[Pd]. The product is [OH:8][N:9]1[C:15](=[O:16])[N:14]2[CH2:17][C@H:10]1[CH2:11][CH2:12][C@H:13]2[C:18]1[O:22][C:21]([CH2:23][CH2:24][NH:25][C:26](=[O:32])[O:27][C:28]([CH3:30])([CH3:29])[CH3:31])=[N:20][N:19]=1. The yield is 0.940. (7) The reactants are Cl[C:2]1[CH:7]=[C:6]([Cl:8])[N:5]=[CH:4][N:3]=1.[O:9]([C:16]1[CH:17]=[C:18]([CH:20]=[CH:21][CH:22]=1)[NH2:19])[C:10]1[CH:15]=[CH:14][CH:13]=[CH:12][CH:11]=1.CCN(C(C)C)C(C)C. The catalyst is C(O)CCC. The product is [Cl:8][C:6]1[N:5]=[CH:4][N:3]=[C:2]([NH:19][C:18]2[CH:20]=[CH:21][CH:22]=[C:16]([O:9][C:10]3[CH:11]=[CH:12][CH:13]=[CH:14][CH:15]=3)[CH:17]=2)[CH:7]=1. The yield is 0.560. (8) The reactants are Cl.CO[C:4](=O)[C@@H:5]([CH2:11][OH:12])[NH:6][CH2:7][CH:8]([CH3:10])[CH3:9].O=S(Cl)Cl.[CH3:18][C:19]1[CH:24]=[C:23]([N+:25]([O-:27])=[O:26])[CH:22]=[CH:21][C:20]=1[N:28]=[C:29]=[S:30]. No catalyst specified. The product is [CH2:7]([N:6]1[C:5](=[CH2:4])[C:11](=[O:12])[S:30][C:29]1=[N:28][C:20]1[CH:21]=[CH:22][C:23]([N+:25]([O-:27])=[O:26])=[CH:24][C:19]=1[CH3:18])[CH:8]([CH3:10])[CH3:9]. The yield is 0.100.